Dataset: Full USPTO retrosynthesis dataset with 1.9M reactions from patents (1976-2016). Task: Predict the reactants needed to synthesize the given product. (1) Given the product [N+:26]([C:17]1[CH:18]=[C:19]([C:22]([F:23])([F:24])[F:25])[CH:20]=[CH:21][C:16]=1[N:2]1[CH2:3][C:4]2[C:9](=[CH:8][CH:7]=[CH:6][CH:5]=2)[CH2:1]1)([O-:28])=[O:27], predict the reactants needed to synthesize it. The reactants are: [CH2:1]1[C:9]2[C:4](=[CH:5][CH:6]=[CH:7][CH:8]=2)[CH2:3][NH:2]1.CN(C)C=O.F[C:16]1[CH:21]=[CH:20][C:19]([C:22]([F:25])([F:24])[F:23])=[CH:18][C:17]=1[N+:26]([O-:28])=[O:27]. (2) Given the product [C:25]([OH:30])(=[O:29])[C:26]([OH:28])=[O:27].[CH2:1]([C:3]1[N:12]=[C:11]2[N:5]([CH2:6][CH2:7][C:8]3[CH:24]=[CH:23][CH:22]=[CH:21][C:9]=3[CH:10]2[O:13][CH:14]2[CH2:19][CH2:18][N:17]([CH3:20])[CH2:16][CH2:15]2)[CH:4]=1)[CH3:2], predict the reactants needed to synthesize it. The reactants are: [CH2:1]([C:3]1[N:12]=[C:11]2[N:5]([CH2:6][CH2:7][C:8]3[CH:24]=[CH:23][CH:22]=[CH:21][C:9]=3[CH:10]2[O:13][CH:14]2[CH2:19][CH2:18][N:17]([CH3:20])[CH2:16][CH2:15]2)[CH:4]=1)[CH3:2].[C:25]([OH:30])(=[O:29])[C:26]([OH:28])=[O:27]. (3) Given the product [CH2:16]([C:10]1[CH:9]=[C:8]2[C:13]([C:14]([OH:15])=[C:5]([C:3]([NH:30][CH2:31][C:32]([CH3:37])([CH3:36])[C:33]([OH:35])=[O:34])=[O:4])[N:6]=[CH:7]2)=[CH:12][CH:11]=1)[C:17]1[CH:22]=[CH:21][CH:20]=[CH:19][CH:18]=1, predict the reactants needed to synthesize it. The reactants are: CO[C:3]([C:5]1[N:6]=[CH:7][C:8]2[C:13]([C:14]=1[OH:15])=[CH:12][CH:11]=[C:10]([CH2:16][C:17]1[CH:22]=[CH:21][CH:20]=[CH:19][CH:18]=1)[CH:9]=2)=[O:4].OC(C(F)(F)F)=O.[NH2:30][CH2:31][C:32]([CH3:37])([CH3:36])[C:33]([OH:35])=[O:34].C[O-].[Na+]. (4) Given the product [Cl:29][C:30]1[C:39]2[C:34](=[CH:35][C:36]([CH3:2])=[CH:37][CH:38]=2)[N:33]=[C:32]([C:41]([F:49])([F:50])[C:42]2[CH:43]=[CH:44][C:45]([F:48])=[CH:46][CH:47]=2)[N:31]=1, predict the reactants needed to synthesize it. The reactants are: F[C:2](F)(C1C=CC(F)=CC=1)C1N=C(NC2C=C(C)NN=2)C2C(=CC(F)=CC=2)N=1.[Cl:29][C:30]1[C:39]2[C:34](=[CH:35][C:36](F)=[CH:37][CH:38]=2)[N:33]=[C:32]([C:41]([F:50])([F:49])[C:42]2[CH:47]=[CH:46][C:45]([F:48])=[CH:44][CH:43]=2)[N:31]=1. (5) The reactants are: [C:1]([CH2:4][CH2:5][C:6]([N+:17]([O-:19])=[O:18])([CH2:12][CH2:13][C:14]([OH:16])=[O:15])[CH2:7][CH2:8][C:9]([OH:11])=[O:10])([OH:3])=[O:2].FC(F)(F)C(O[C:25]1[C:30]([F:31])=[C:29]([F:32])[C:28]([F:33])=[C:27]([F:34])[C:26]=1[F:35])=O. Given the product [N+:17]([C:6]([CH2:5][CH2:4][C:1](=[O:3])[O:2][C:25]1[C:26]([F:35])=[C:27]([F:34])[C:28]([F:33])=[C:29]([F:32])[C:30]=1[F:31])([CH2:12][CH2:13][C:14]([O:16][C:25]1[C:26]([F:35])=[C:27]([F:34])[C:28]([F:33])=[C:29]([F:32])[C:30]=1[F:31])=[O:15])[CH2:7][CH2:8][C:9]([O:11][C:25]1[C:26]([F:35])=[C:27]([F:34])[C:28]([F:33])=[C:29]([F:32])[C:30]=1[F:31])=[O:10])([O-:19])=[O:18], predict the reactants needed to synthesize it. (6) Given the product [Cl:29][C:2]1[CH:28]=[CH:27][C:5]2[N:6]=[C:7]([C:9]3[C:10]([NH2:26])=[N:11][CH:12]=[C:13]([C:15]4[CH:16]=[N:17][N:18]([CH:20]5[CH2:25][CH2:24][NH:23][CH2:22][CH2:21]5)[CH:19]=4)[CH:14]=3)[S:8][C:4]=2[CH:3]=1, predict the reactants needed to synthesize it. The reactants are: F[C:2]1[CH:28]=[CH:27][C:5]2[N:6]=[C:7]([C:9]3[C:10]([NH2:26])=[N:11][CH:12]=[C:13]([C:15]4[CH:16]=[N:17][N:18]([CH:20]5[CH2:25][CH2:24][NH:23][CH2:22][CH2:21]5)[CH:19]=4)[CH:14]=3)[S:8][C:4]=2[CH:3]=1.[Cl:29]C1SC2C=C(Cl)C=CC=2N=1. (7) Given the product [Cl:1][C:2]1[CH:3]=[CH:4][C:5]([C:8]2[CH2:13][S:12][C:11](=[O:14])[N:10]([CH2:16][C:17]3[CH:22]=[CH:21][C:20]([N+:23]([O-:25])=[O:24])=[CH:19][CH:18]=3)[N:9]=2)=[CH:6][CH:7]=1, predict the reactants needed to synthesize it. The reactants are: [Cl:1][C:2]1[CH:7]=[CH:6][C:5]([C:8]2[CH2:13][S:12][C:11](=[O:14])[NH:10][N:9]=2)=[CH:4][CH:3]=1.Br[CH2:16][C:17]1[CH:22]=[CH:21][C:20]([N+:23]([O-:25])=[O:24])=[CH:19][CH:18]=1.C(=O)([O-])[O-].[K+].[K+].O. (8) Given the product [C:9]1([C:6]2[N:7]=[CH:8][C:3]([CH2:2][C:18]3[C:19]4[C:24](=[CH:23][CH:22]=[CH:21][CH:20]=4)[CH:15]=[N:16][CH:17]=3)=[CH:4][CH:5]=2)[CH:14]=[CH:13][CH:12]=[CH:11][CH:10]=1, predict the reactants needed to synthesize it. The reactants are: Br[CH2:2][C:3]1[CH:4]=[CH:5][C:6]([C:9]2[CH:14]=[CH:13][CH:12]=[CH:11][CH:10]=2)=[N:7][CH:8]=1.[CH:15]1[C:24]2[C:19](=[CH:20][CH:21]=[CH:22][CH:23]=2)[C:18](B(O)O)=[CH:17][N:16]=1.